This data is from Full USPTO retrosynthesis dataset with 1.9M reactions from patents (1976-2016). The task is: Predict the reactants needed to synthesize the given product. Given the product [CH2:1]([C:3]1[O:4][C:5]([C:20]2[CH:21]=[CH:22][C:23]([C:26]([F:28])([F:29])[F:27])=[CH:24][CH:25]=2)=[CH:6][C:7]=1[CH:8]([O:10][C:11]1[CH:19]=[CH:18][C:14]([C:15]([N:31]([CH3:30])[CH2:32][CH2:33][C:34]([OH:36])=[O:35])=[O:16])=[CH:13][CH:12]=1)[CH3:9])[CH3:2], predict the reactants needed to synthesize it. The reactants are: [CH2:1]([C:3]1[O:4][C:5]([C:20]2[CH:25]=[CH:24][C:23]([C:26]([F:29])([F:28])[F:27])=[CH:22][CH:21]=2)=[CH:6][C:7]=1[CH:8]([O:10][C:11]1[CH:19]=[CH:18][C:14]([C:15](O)=[O:16])=[CH:13][CH:12]=1)[CH3:9])[CH3:2].[CH3:30][NH:31][CH2:32][CH2:33][C:34]([O:36]CC)=[O:35].